Dataset: Catalyst prediction with 721,799 reactions and 888 catalyst types from USPTO. Task: Predict which catalyst facilitates the given reaction. (1) Reactant: [OH:1][CH2:2][CH2:3][CH:4]1[CH2:9][CH2:8][CH:7]([OH:10])[CH2:6][CH2:5]1.[C:11]1([C:17](Cl)([C:24]2[CH:29]=[CH:28][CH:27]=[CH:26][CH:25]=2)[C:18]2[CH:23]=[CH:22][CH:21]=[CH:20][CH:19]=2)[CH:16]=[CH:15][CH:14]=[CH:13][CH:12]=1. Product: [C:17]([O:1][CH2:2][CH2:3][CH:4]1[CH2:9][CH2:8][CH:7]([OH:10])[CH2:6][CH2:5]1)([C:11]1[CH:16]=[CH:15][CH:14]=[CH:13][CH:12]=1)([C:24]1[CH:25]=[CH:26][CH:27]=[CH:28][CH:29]=1)[C:18]1[CH:19]=[CH:20][CH:21]=[CH:22][CH:23]=1. The catalyst class is: 17. (2) Reactant: CS(O[CH2:6][C:7]1[N:11]=[C:10]([C:12]2[CH:17]=[CH:16][CH:15]=[C:14]([C:18]#[N:19])[CH:13]=2)[O:9][N:8]=1)(=O)=O.[N:20]1[CH:25]=[CH:24][C:23]([C:26]2[N:30]3[CH2:31][CH2:32][CH2:33][NH:34][C:29]3=[N:28][N:27]=2)=[CH:22][CH:21]=1.C(=O)([O-])[O-].[K+].[K+]. Product: [N:20]1[CH:25]=[CH:24][C:23]([C:26]2[N:30]3[CH2:31][CH2:32][CH2:33][N:34]([CH2:6][C:7]4[N:11]=[C:10]([C:12]5[CH:13]=[C:14]([CH:15]=[CH:16][CH:17]=5)[C:18]#[N:19])[O:9][N:8]=4)[C:29]3=[N:28][N:27]=2)=[CH:22][CH:21]=1. The catalyst class is: 131.